Dataset: Forward reaction prediction with 1.9M reactions from USPTO patents (1976-2016). Task: Predict the product of the given reaction. Given the reactants [BH4-].[Na+].[O:3]1[C:7]2[CH:8]=[CH:9][CH:10]=[CH:11][C:6]=2[C:5]([C:12](=[O:28])[CH2:13][N:14]2[CH2:19][CH2:18][CH:17]([NH:20][C:21](=[O:27])[O:22][C:23]([CH3:26])([CH3:25])[CH3:24])[CH2:16][CH2:15]2)=[CH:4]1, predict the reaction product. The product is: [O:3]1[C:7]2[CH:8]=[CH:9][CH:10]=[CH:11][C:6]=2[C:5]([CH:12]([OH:28])[CH2:13][N:14]2[CH2:15][CH2:16][CH:17]([NH:20][C:21](=[O:27])[O:22][C:23]([CH3:24])([CH3:26])[CH3:25])[CH2:18][CH2:19]2)=[CH:4]1.